Task: Binary Classification. Given a T-cell receptor sequence (or CDR3 region) and an epitope sequence, predict whether binding occurs between them.. Dataset: TCR-epitope binding with 47,182 pairs between 192 epitopes and 23,139 TCRs (1) The epitope is KAFSPEVIPMF. The TCR CDR3 sequence is CASRKGQGDWEAFF. Result: 1 (the TCR binds to the epitope). (2) The epitope is YLQPRTFLL. The TCR CDR3 sequence is CASSFQNTGELFF. Result: 1 (the TCR binds to the epitope). (3) The epitope is VLAWLYAAV. The TCR CDR3 sequence is CALVGLNTEAFF. Result: 0 (the TCR does not bind to the epitope). (4) The epitope is KAYNVTQAF. The TCR CDR3 sequence is CASSQEPSGVETQYF. Result: 1 (the TCR binds to the epitope). (5) The epitope is GILGFVFTL. The TCR CDR3 sequence is CSVEGRPGHTEAFF. Result: 1 (the TCR binds to the epitope).